From a dataset of Forward reaction prediction with 1.9M reactions from USPTO patents (1976-2016). Predict the product of the given reaction. (1) Given the reactants [CH3:1][O:2][C:3]1[CH:4]=[C:5]([C:15]2[O:16][C:17]3[CH:23]=[CH:22][CH:21]=[CH:20][C:18]=3[N:19]=2)[CH:6]=[CH:7][C:8]=1[CH2:9][N:10]1[CH:14]=CN=[N:11]1.BrCC1C=CC([C:32]2OC3C=CC=CC=3[N:36]=2)=CC=1OC.N1C=NC=N1, predict the reaction product. The product is: [CH3:1][O:2][C:3]1[CH:4]=[C:5]([C:15]2[O:16][C:17]3[CH:23]=[CH:22][CH:21]=[CH:20][C:18]=3[N:19]=2)[CH:6]=[CH:7][C:8]=1[CH2:9][N:10]1[CH:14]=[N:36][CH:32]=[N:11]1. (2) Given the reactants Cl.[NH2:2][CH2:3][C:4]([OH:6])=[O:5].S(Cl)([Cl:9])=O.[CH2:11](O)[CH2:12][CH2:13][CH3:14], predict the reaction product. The product is: [Cl-:9].[CH2:11]([O:5][C:4](=[O:6])[CH2:3][NH3+:2])[CH2:12][CH2:13][CH3:14]. (3) Given the reactants [C:1]([O:4][CH2:5][C:6]([O:8]/[N:9]=[C:10](/[NH2:36])\[C:11]1[CH:12]=[N:13][C:14]([C:17]([C:22]2[CH:27]=[CH:26][C:25]([C:28]3[CH:29]=[N:30][CH:31]=[C:32]([O:34][CH3:35])[CH:33]=3)=[CH:24][CH:23]=2)([CH3:21])[CH:18]([CH3:20])[CH3:19])=[CH:15][CH:16]=1)=O)(=[O:3])[CH3:2], predict the reaction product. The product is: [C:1]([O:4][CH2:5][C:6]1[O:8][N:9]=[C:10]([C:11]2[CH:12]=[N:13][C:14]([C:17]([C:22]3[CH:27]=[CH:26][C:25]([C:28]4[CH:29]=[N:30][CH:31]=[C:32]([O:34][CH3:35])[CH:33]=4)=[CH:24][CH:23]=3)([CH3:21])[CH:18]([CH3:19])[CH3:20])=[CH:15][CH:16]=2)[N:36]=1)(=[O:3])[CH3:2]. (4) Given the reactants CC1C=C(C)C=C(C)C=1C[S:5][C@H:6]1[C@H:15]([O:16]C(=O)C)[CH2:14][CH2:13][C:8]2([O:12][CH2:11][CH2:10][O:9]2)[CH2:7]1.[Na], predict the reaction product. The product is: [SH:5][C@H:6]1[C@H:15]([OH:16])[CH2:14][CH2:13][C:8]2([O:9][CH2:10][CH2:11][O:12]2)[CH2:7]1. (5) Given the reactants [CH:1]([C@@H:4]1[CH2:9][CH2:8][C@@H:7]([CH3:10])[CH2:6][C@H:5]1[O:11][C:12](=[O:39])[NH:13][C@H:14]1[C:20](=[O:21])[N:19]([CH2:22][C:23]2[CH:28]=[CH:27][C:26]([O:29][CH3:30])=[CH:25][CH:24]=2)[C:18]2[CH:31]=[CH:32][CH:33]=[CH:34][C:17]=2[C:16]2[CH:35]=[CH:36][CH:37]=[CH:38][C:15]1=2)([CH3:3])[CH3:2].C([N-]C(C)C)(C)C.[Li+].Cl[Si](C)(C)C.[Cl-].[Na+].O.O, predict the reaction product. The product is: [CH:1]([C@@H:4]1[CH2:9][CH2:8][C@@H:7]([CH3:10])[CH2:6][C@H:5]1[O:11][C:12](=[O:39])[NH:13][C@@H:14]1[C:20](=[O:21])[N:19]([CH2:22][C:23]2[CH:24]=[CH:25][C:26]([O:29][CH3:30])=[CH:27][CH:28]=2)[C:18]2[CH:31]=[CH:32][CH:33]=[CH:34][C:17]=2[C:16]2[CH:35]=[CH:36][CH:37]=[CH:38][C:15]1=2)([CH3:2])[CH3:3].